This data is from NCI-60 drug combinations with 297,098 pairs across 59 cell lines. The task is: Regression. Given two drug SMILES strings and cell line genomic features, predict the synergy score measuring deviation from expected non-interaction effect. (1) Drug 1: C1=CC(=CC=C1CCCC(=O)O)N(CCCl)CCCl. Drug 2: CCN(CC)CCNC(=O)C1=C(NC(=C1C)C=C2C3=C(C=CC(=C3)F)NC2=O)C. Cell line: SK-MEL-5. Synergy scores: CSS=33.6, Synergy_ZIP=3.63, Synergy_Bliss=2.46, Synergy_Loewe=-3.90, Synergy_HSA=-3.75. (2) Drug 2: CC1=C(C=C(C=C1)NC(=O)C2=CC=C(C=C2)CN3CCN(CC3)C)NC4=NC=CC(=N4)C5=CN=CC=C5. Drug 1: C1=CC(=C2C(=C1NCCNCCO)C(=O)C3=C(C=CC(=C3C2=O)O)O)NCCNCCO. Synergy scores: CSS=33.4, Synergy_ZIP=2.46, Synergy_Bliss=3.12, Synergy_Loewe=-12.0, Synergy_HSA=3.88. Cell line: MDA-MB-231. (3) Drug 1: CCCS(=O)(=O)NC1=C(C(=C(C=C1)F)C(=O)C2=CNC3=C2C=C(C=N3)C4=CC=C(C=C4)Cl)F. Drug 2: C1CCC(CC1)NC(=O)N(CCCl)N=O. Cell line: RPMI-8226. Synergy scores: CSS=34.6, Synergy_ZIP=13.1, Synergy_Bliss=17.3, Synergy_Loewe=3.77, Synergy_HSA=13.5. (4) Drug 1: CC1=C(C(=CC=C1)Cl)NC(=O)C2=CN=C(S2)NC3=CC(=NC(=N3)C)N4CCN(CC4)CCO. Drug 2: CC(C)NC(=O)C1=CC=C(C=C1)CNNC.Cl. Cell line: ACHN. Synergy scores: CSS=5.53, Synergy_ZIP=-6.00, Synergy_Bliss=-3.96, Synergy_Loewe=-26.1, Synergy_HSA=-5.15. (5) Drug 1: CC12CCC3C(C1CCC2O)C(CC4=C3C=CC(=C4)O)CCCCCCCCCS(=O)CCCC(C(F)(F)F)(F)F. Drug 2: CC(C)(C#N)C1=CC(=CC(=C1)CN2C=NC=N2)C(C)(C)C#N. Cell line: CAKI-1. Synergy scores: CSS=-0.00850, Synergy_ZIP=-0.803, Synergy_Bliss=-2.73, Synergy_Loewe=-2.08, Synergy_HSA=-4.14. (6) Drug 1: CC12CCC(CC1=CCC3C2CCC4(C3CC=C4C5=CN=CC=C5)C)O. Drug 2: CCC1(C2=C(COC1=O)C(=O)N3CC4=CC5=C(C=CC(=C5CN(C)C)O)N=C4C3=C2)O.Cl. Cell line: SK-MEL-2. Synergy scores: CSS=6.43, Synergy_ZIP=-1.67, Synergy_Bliss=1.76, Synergy_Loewe=-9.63, Synergy_HSA=-1.17.